The task is: Predict the product of the given reaction.. This data is from Forward reaction prediction with 1.9M reactions from USPTO patents (1976-2016). (1) Given the reactants Cl[C:2]1[CH:3]=[C:4]([CH:8]=[CH:9][CH:10]=1)[C:5]([OH:7])=[O:6].[C:11]1(B(O)O)[CH:16]=[CH:15][CH:14]=[CH:13][CH:12]=1.C([O-])([O-])=O.[K+].[K+], predict the reaction product. The product is: [C:2]1([C:11]2[CH:16]=[CH:15][CH:14]=[CH:13][CH:12]=2)[CH:10]=[CH:9][CH:8]=[C:4]([C:5]([OH:7])=[O:6])[CH:3]=1. (2) Given the reactants Cl[CH2:2][C:3]1[S:7][C:6]([NH:8][C:9](=[O:11])[CH3:10])=[N:5][CH:4]=1.Cl.[CH3:13][C:14]1[CH:26]=[CH:25][C:17]([CH2:18][CH:19]2[CH2:24][CH2:23][NH:22][CH2:21][CH2:20]2)=[CH:16][CH:15]=1.CCN(C(C)C)C(C)C, predict the reaction product. The product is: [CH3:13][C:14]1[CH:15]=[CH:16][C:17]([CH2:18][CH:19]2[CH2:24][CH2:23][N:22]([CH2:2][C:3]3[S:7][C:6]([NH:8][C:9](=[O:11])[CH3:10])=[N:5][CH:4]=3)[CH2:21][CH2:20]2)=[CH:25][CH:26]=1. (3) Given the reactants [C:1]1([N:7]2[C:11]([C:12]3[CH:17]=[CH:16][CH:15]=[C:14]([O:18][C:19]([F:22])([F:21])[F:20])[CH:13]=3)=[CH:10][C:9]([NH2:23])=[N:8]2)[CH:6]=[CH:5][CH:4]=[CH:3][CH:2]=1.[O:24]=[C:25]1[NH:29][CH2:28][C@H:27]([C:30](O)=[O:31])[CH2:26]1.C1C=CC2N(O)N=NC=2C=1.CCN=C=NCCCN(C)C.Cl.C(=O)([O-])O.[Na+], predict the reaction product. The product is: [C:1]1([N:7]2[C:11]([C:12]3[CH:17]=[CH:16][CH:15]=[C:14]([O:18][C:19]([F:22])([F:20])[F:21])[CH:13]=3)=[CH:10][C:9]([NH:23][C:30]([C@@H:27]3[CH2:26][C:25](=[O:24])[NH:29][CH2:28]3)=[O:31])=[N:8]2)[CH:2]=[CH:3][CH:4]=[CH:5][CH:6]=1. (4) The product is: [F:1][C:2]1[CH:19]=[C:18]([N+:20]([O-:22])=[O:21])[CH:17]=[CH:16][C:3]=1[CH2:4][NH2:5]. Given the reactants [F:1][C:2]1[CH:19]=[C:18]([N+:20]([O-:22])=[O:21])[CH:17]=[CH:16][C:3]=1[CH2:4][N:5]1C(=O)C2C(=CC=CC=2)C1=O.O.NN.O.C1(C)C=CC(S(O)(=O)=O)=CC=1.C(OCC)(=O)C, predict the reaction product. (5) Given the reactants [Br:1][C:2]1[CH:3]=[N:4][C:5](Cl)=[N:6][CH:7]=1.[H-].[Na+].[CH3:11][NH:12][C:13](=[O:15])[CH3:14], predict the reaction product. The product is: [Br:1][C:2]1[CH:3]=[N:4][C:5]([N:12]([CH3:11])[C:13](=[O:15])[CH3:14])=[N:6][CH:7]=1. (6) Given the reactants Br[C:2]1[C:7]2=[CH:8][N:9]([C:11]3[C:16]([Cl:17])=[CH:15][C:14]([CH:18]=[CH2:19])=[CH:13][C:12]=3[Cl:20])[N:10]=[C:6]2[C:5]([F:21])=[CH:4][N:3]=1.[CH3:22][C:23]1[N:28]=[CH:27][N:26]=[C:25]([NH2:29])[CH:24]=1.CC1(C)C2C(=C(P(C3C=CC=CC=3)C3C=CC=CC=3)C=CC=2)OC2C(P(C3C=CC=CC=3)C3C=CC=CC=3)=CC=CC1=2.C(=O)([O-])[O-].[Cs+].[Cs+], predict the reaction product. The product is: [Cl:20][C:12]1[CH:13]=[C:14]([CH:18]=[CH2:19])[CH:15]=[C:16]([Cl:17])[C:11]=1[N:9]1[CH:8]=[C:7]2[C:2]([NH:29][C:25]3[CH:24]=[C:23]([CH3:22])[N:28]=[CH:27][N:26]=3)=[N:3][CH:4]=[C:5]([F:21])[C:6]2=[N:10]1. (7) Given the reactants [Cl:1][C:2]1[CH:3]=[C:4]([NH2:10])[C:5]([NH2:9])=[CH:6][C:7]=1[Cl:8].O=[C:12]([C:37]1[CH:42]=[CH:41][CH:40]=[CH:39][CH:38]=1)[C:13]([C:15]1[CH:36]=[CH:35][C:18]([CH2:19][N:20](C(OC(C)(C)C)=O)C(OC(C)(C)C)=O)=[CH:17][CH:16]=1)=O, predict the reaction product. The product is: [Cl-:1].[Cl:1][C:2]1[CH:3]=[C:4]2[C:5](=[CH:6][C:7]=1[Cl:8])[N:9]=[C:13]([C:15]1[CH:36]=[CH:35][C:18]([CH2:19][NH3+:20])=[CH:17][CH:16]=1)[C:12]([C:37]1[CH:42]=[CH:41][CH:40]=[CH:39][CH:38]=1)=[N:10]2. (8) Given the reactants [CH3:1][S:2][C:3]1[C:4]2[S:11][CH:10]=[C:9]([C:12]#[C:13][Si](C)(C)C)[C:5]=2[N:6]=[CH:7][N:8]=1.[F-].C([N+](CCCC)(CCCC)CCCC)CCC, predict the reaction product. The product is: [C:12]([C:9]1[C:5]2[N:6]=[CH:7][N:8]=[C:3]([S:2][CH3:1])[C:4]=2[S:11][CH:10]=1)#[CH:13]. (9) Given the reactants C(O[BH-](OC(=O)C)OC(=O)C)(=O)C.[Na+].[CH:15]([C:17]1[CH:22]=[CH:21][C:20]([NH:23][C:24](=[O:43])[C:25]2[CH:30]=[CH:29][C:28]([CH3:31])=[C:27]([C:32]#[C:33][C:34]3[N:38]4[N:39]=[CH:40][CH:41]=[CH:42][C:37]4=[N:36][CH:35]=3)[CH:26]=2)=[CH:19][C:18]=1[C:44]([F:47])([F:46])[F:45])=O.[CH3:48][N:49]1[CH2:54][CH2:53][NH:52][CH2:51][CH2:50]1.C(N(CC)CC)C.C(=O)(O)[O-].[Na+], predict the reaction product. The product is: [CH3:31][C:28]1[CH:29]=[CH:30][C:25]([C:24]([NH:23][C:20]2[CH:21]=[CH:22][C:17]([CH2:15][N:52]3[CH2:53][CH2:54][N:49]([CH3:48])[CH2:50][CH2:51]3)=[C:18]([C:44]([F:47])([F:45])[F:46])[CH:19]=2)=[O:43])=[CH:26][C:27]=1[C:32]#[C:33][C:34]1[N:38]2[N:39]=[CH:40][CH:41]=[CH:42][C:37]2=[N:36][CH:35]=1.